This data is from Forward reaction prediction with 1.9M reactions from USPTO patents (1976-2016). The task is: Predict the product of the given reaction. (1) Given the reactants [Cl:1][C:2]1[CH:7]=[CH:6][CH:5]=[CH:4][C:3]=1[C:8]1[N:9]=[C:10]([CH2:13][OH:14])[S:11][CH:12]=1.C(N(CC)CC)C.[CH3:22][S:23](Cl)(=[O:25])=[O:24], predict the reaction product. The product is: [CH3:22][S:23]([O:14][CH2:13][C:10]1[S:11][CH:12]=[C:8]([C:3]2[CH:4]=[CH:5][CH:6]=[CH:7][C:2]=2[Cl:1])[N:9]=1)(=[O:25])=[O:24]. (2) Given the reactants [NH2:1][CH:2]([CH2:6][CH2:7][CH2:8][CH2:9][CH2:10][CH3:11])[C:3]([OH:5])=[O:4].[C:12](O[C:12]([O:14][C:15]([CH3:18])([CH3:17])[CH3:16])=[O:13])([O:14][C:15]([CH3:18])([CH3:17])[CH3:16])=[O:13].CS(C)=O, predict the reaction product. The product is: [C:15]([O:14][C:12]([NH:1][CH:2]([CH2:6][CH2:7][CH2:8][CH2:9][CH2:10][CH3:11])[C:3]([OH:5])=[O:4])=[O:13])([CH3:18])([CH3:17])[CH3:16]. (3) Given the reactants Br[CH2:2][C:3]1[CH:12]=[CH:11][CH:10]=[C:9]([C:13]#[N:14])[C:4]=1[C:5](OC)=[O:6].[NH2:15][CH:16]1[CH2:21][CH2:20][N:19]([C:22]([O:24][C:25]([CH3:28])([CH3:27])[CH3:26])=[O:23])[CH2:18][CH2:17]1, predict the reaction product. The product is: [C:13]([C:9]1[CH:10]=[CH:11][CH:12]=[C:3]2[C:4]=1[C:5](=[O:6])[N:15]([CH:16]1[CH2:17][CH2:18][N:19]([C:22]([O:24][C:25]([CH3:28])([CH3:27])[CH3:26])=[O:23])[CH2:20][CH2:21]1)[CH2:2]2)#[N:14]. (4) Given the reactants CC(O[C:5]([CH3:7])=[O:6])=O.[NH2:8][C:9]1[CH:14]=[CH:13][CH:12]=[CH:11][C:10]=1[OH:15].O, predict the reaction product. The product is: [OH:15][C:10]1[CH:11]=[CH:12][CH:13]=[CH:14][C:9]=1[NH:8][C:5](=[O:6])[CH3:7].